From a dataset of Full USPTO retrosynthesis dataset with 1.9M reactions from patents (1976-2016). Predict the reactants needed to synthesize the given product. (1) Given the product [Br:1][C:2]1[N:3]=[C:4]2[C:9]([NH:15][C@H:16]3[C@@H:20]([CH3:21])[CH2:19][N:18]([C:22]([O:24][CH2:25][C:26]4[CH:31]=[CH:30][CH:29]=[CH:28][CH:27]=4)=[O:23])[CH2:17]3)=[C:8]([C:11](=[O:12])[NH2:13])[CH:7]=[N:6][N:5]2[CH:14]=1, predict the reactants needed to synthesize it. The reactants are: [Br:1][C:2]1[N:3]=[C:4]2[C:9](Cl)=[C:8]([C:11]([NH2:13])=[O:12])[CH:7]=[N:6][N:5]2[CH:14]=1.[NH2:15][C@H:16]1[C@@H:20]([CH3:21])[CH2:19][N:18]([C:22]([O:24][CH2:25][C:26]2[CH:31]=[CH:30][CH:29]=[CH:28][CH:27]=2)=[O:23])[CH2:17]1.CCN(C(C)C)C(C)C. (2) Given the product [F:19][C:20]([F:33])([F:32])[C:2]1[CH:18]=[CH:17][C:5]2[CH:6]=[C:7](/[CH:9]=[CH:10]/[C:11]([O:13][CH2:14][CH3:15])=[O:12])[S:8][C:4]=2[CH:3]=1, predict the reactants needed to synthesize it. The reactants are: Br[C:2]1[CH:18]=[CH:17][C:5]2[C:6](C)=[C:7](/[CH:9]=[CH:10]/[C:11]([O:13][CH2:14][CH3:15])=[O:12])[S:8][C:4]=2[CH:3]=1.[F:19][C:20]([F:33])([F:32])C1C=CC2C=C(C=O)SC=2C=1. (3) Given the product [C:47]([N:50]1[CH2:55][CH2:54][N:53]([C:19]([C@H:16]2[CH2:15][CH2:14][C@H:13]([CH2:12][N:7]3[C:6]4[CH:22]=[C:2]([OH:1])[CH:3]=[CH:4][C:5]=4[N:9]([CH3:10])[C:8]3=[O:11])[CH2:18][CH2:17]2)=[O:21])[CH2:52][CH2:51]1)(=[O:49])[CH3:48], predict the reactants needed to synthesize it. The reactants are: [OH:1][C:2]1[CH:3]=[CH:4][C:5]2[N:9]([CH3:10])[C:8](=[O:11])[N:7]([CH2:12][C@H:13]3[CH2:18][CH2:17][C@H:16]([C:19]([OH:21])=O)[CH2:15][CH2:14]3)[C:6]=2[CH:22]=1.CN(C(ON1N=NC2C=CC=NC1=2)=[N+](C)C)C.F[P-](F)(F)(F)(F)F.[C:47]([N:50]1[CH2:55][CH2:54][NH:53][CH2:52][CH2:51]1)(=[O:49])[CH3:48]. (4) Given the product [OH:8][C:6]([CH3:9])([CH3:7])[CH2:5][CH2:4][CH2:3][CH:2]([NH:1][CH2:12][CH2:11][CH2:17][S:14]([OH:16])(=[O:15])=[O:13])[CH3:10], predict the reactants needed to synthesize it. The reactants are: [NH2:1][CH:2]([CH3:10])[CH2:3][CH2:4][CH2:5][C:6]([CH3:9])([OH:8])[CH3:7].[CH2:11]1[CH2:17][S:14](=[O:16])(=[O:15])[O:13][CH2:12]1.